From a dataset of Forward reaction prediction with 1.9M reactions from USPTO patents (1976-2016). Predict the product of the given reaction. (1) Given the reactants [CH3:1][C:2]([NH:5][CH2:6][CH:7]([OH:17])[C:8]1[CH:9]=[CH:10][C:11]([OH:16])=[C:12]([CH2:14][OH:15])[CH:13]=1)([CH3:4])[CH3:3].OS(O)(=O)=O, predict the reaction product. The product is: [CH3:4][C:2]([NH:5][CH2:6][CH:7]([OH:17])[C:8]1[CH:9]=[CH:10][C:11]([OH:16])=[C:12]([CH2:14][OH:15])[CH:13]=1)([CH3:1])[CH3:3]. (2) Given the reactants [Br:1][C:2]1[C:10]2[C:9]([NH:11][C:12]3[CH:13]=[C:14]4[CH:20]=[N:19][NH:18][C:15]4=[CH:16][N:17]=3)=[N:8][CH:7]=[N:6][C:5]=2[NH:4][C:3]=1[C:21]([OH:23])=O.[CH3:24][N:25]([CH3:29])[CH2:26][CH2:27][NH2:28], predict the reaction product. The product is: [Br:1][C:2]1[C:10]2[C:9]([NH:11][C:12]3[CH:13]=[C:14]4[CH:20]=[N:19][NH:18][C:15]4=[CH:16][N:17]=3)=[N:8][CH:7]=[N:6][C:5]=2[NH:4][C:3]=1[C:21]([NH:28][CH2:27][CH2:26][N:25]([CH3:29])[CH3:24])=[O:23]. (3) Given the reactants [CH2:1]([O:5][C:6]1[CH:11]=[CH:10][C:9]([CH:12]2[CH2:21][CH2:20][C:15]3(OCC[O:16]3)[CH2:14][CH2:13]2)=[C:8]([F:22])[C:7]=1[F:23])[CH2:2][CH2:3][CH3:4].C(O)=O.O, predict the reaction product. The product is: [CH2:1]([O:5][C:6]1[CH:11]=[CH:10][C:9]([CH:12]2[CH2:21][CH2:20][C:15](=[O:16])[CH2:14][CH2:13]2)=[C:8]([F:22])[C:7]=1[F:23])[CH2:2][CH2:3][CH3:4]. (4) Given the reactants [CH2:1]([O:8][NH:9][C:10]1[N:20]=[CH:19][CH:18]=[CH:17][C:11]=1[C:12]([O:14][CH2:15][CH3:16])=[O:13])[C:2]1[CH:7]=[CH:6][CH:5]=[CH:4][CH:3]=1.[CH2:21]=[C:22]1[O:26][C:24](=[O:25])[CH2:23]1, predict the reaction product. The product is: [C:24]([N:9]([O:8][CH2:1][C:2]1[CH:3]=[CH:4][CH:5]=[CH:6][CH:7]=1)[C:10]1[N:20]=[CH:19][CH:18]=[CH:17][C:11]=1[C:12]([O:14][CH2:15][CH3:16])=[O:13])(=[O:25])[CH2:23][C:22]([CH3:21])=[O:26]. (5) Given the reactants Cl.[NH2:2][C@@H:3]([CH2:21][C:22]1[CH:27]=[C:26]([F:28])[CH:25]=[C:24]([F:29])[CH:23]=1)[C@H:4]([OH:20])[CH2:5][NH:6][C:7]1([C:10]2[CH:15]=[CH:14][CH:13]=[C:12]([C:16]([F:19])([F:18])[F:17])[CH:11]=2)[CH2:9][CH2:8]1.[CH2:30]([O:32][CH2:33][CH2:34][N:35]1[CH2:44][CH2:43][C:42]2[C:41]([C:45](O)=[O:46])=[CH:40][CH:39]=[CH:38][C:37]=2[C:36]1=[O:48])[CH3:31].OC1C2N=NNC=2C=CC=1.Cl.CN(C)CCCN=C=NCC.C(N(CC)C(C)C)(C)C, predict the reaction product. The product is: [F:29][C:24]1[CH:23]=[C:22]([CH:27]=[C:26]([F:28])[CH:25]=1)[CH2:21][C@H:3]([NH:2][C:45]([C:41]1[C:42]2[CH2:43][CH2:44][N:35]([CH2:34][CH2:33][O:32][CH2:30][CH3:31])[C:36](=[O:48])[C:37]=2[CH:38]=[CH:39][CH:40]=1)=[O:46])[C@H:4]([OH:20])[CH2:5][NH:6][C:7]1([C:10]2[CH:15]=[CH:14][CH:13]=[C:12]([C:16]([F:17])([F:18])[F:19])[CH:11]=2)[CH2:9][CH2:8]1. (6) Given the reactants [CH3:1][NH:2][S:3]([C:6]1[CH:32]=[CH:31][C:9]([CH2:10][NH:11][C:12]([C:14]2[C:15]3[CH:16]=[CH:17][N:18]([C:24]4[CH:29]=[CH:28][C:27]([F:30])=[CH:26][CH:25]=4)[C:19]=3[CH:20]=[C:21](Br)[CH:22]=2)=[O:13])=[CH:8][CH:7]=1)(=[O:5])=[O:4].B1(B2OC(C)(C)C(C)(C)O2)OC(C)(C)C(C)(C)[O:34]1.C([O-])(=O)C.[K+].OO.O.[OH-].[Na+], predict the reaction product. The product is: [CH3:1][NH:2][S:3]([C:6]1[CH:32]=[CH:31][C:9]([CH2:10][NH:11][C:12]([C:14]2[C:15]3[CH:16]=[CH:17][N:18]([C:24]4[CH:29]=[CH:28][C:27]([F:30])=[CH:26][CH:25]=4)[C:19]=3[CH:20]=[C:21]([OH:34])[CH:22]=2)=[O:13])=[CH:8][CH:7]=1)(=[O:5])=[O:4]. (7) The product is: [C:1]([O:5][C:6](=[O:36])[N:7]([C@@H:19]1[C:24](=[O:25])[C@H:23]([CH2:26][C:27]2[CH:28]=[CH:29][C:30]([Br:33])=[CH:31][CH:32]=2)[CH2:22][S:21](=[O:35])(=[O:34])[CH2:20]1)[CH2:8][C:9]1[CH:14]=[CH:13][CH:12]=[C:11]([C:15]([CH3:17])([CH3:18])[CH3:16])[CH:10]=1)([CH3:2])([CH3:3])[CH3:4]. Given the reactants [C:1]([O:5][C:6](=[O:36])[N:7]([C@@H:19]1[C@H:24]([OH:25])[C@H:23]([CH2:26][C:27]2[CH:32]=[CH:31][C:30]([Br:33])=[CH:29][CH:28]=2)[CH2:22][S:21](=[O:35])(=[O:34])[CH2:20]1)[CH2:8][C:9]1[CH:14]=[CH:13][CH:12]=[C:11]([C:15]([CH3:18])([CH3:17])[CH3:16])[CH:10]=1)([CH3:4])([CH3:3])[CH3:2].CC(OI1(OC(C)=O)(OC(C)=O)OC(=O)C2C=CC=CC1=2)=O.C([O-])(O)=O.[Na+], predict the reaction product.